Dataset: Forward reaction prediction with 1.9M reactions from USPTO patents (1976-2016). Task: Predict the product of the given reaction. Given the reactants [Cl:1][C:2]1[C:3]2[N:4]([C:12]([CH3:18])=[C:13]([C:15]([OH:17])=O)[N:14]=2)[CH:5]=[C:6]([C:8]([F:11])([F:10])[F:9])[CH:7]=1.Cl.CN(C)CCCN=C=NCC.C(O)(C)(C)C.[Cl:36][C:37]1[CH:42]=[CH:41][C:40]([O:43][CH3:44])=[CH:39][C:38]=1[S:45]([NH2:48])(=[O:47])=[O:46], predict the reaction product. The product is: [Cl:1][C:2]1[C:3]2[N:4]([C:12]([CH3:18])=[C:13]([C:15]([NH:48][S:45]([C:38]3[CH:39]=[C:40]([O:43][CH3:44])[CH:41]=[CH:42][C:37]=3[Cl:36])(=[O:47])=[O:46])=[O:17])[N:14]=2)[CH:5]=[C:6]([C:8]([F:9])([F:10])[F:11])[CH:7]=1.